This data is from Reaction yield outcomes from USPTO patents with 853,638 reactions. The task is: Predict the reaction yield, written as a fraction of the theoretical maximum amount of product (1.0 means a 100% yield; for example, 0.34 means a 34% yield). (1) The reactants are [Br:1][C:2]1[CH:3]=[CH:4][C:5]([CH3:11])=[C:6]([CH:10]=1)[C:7]([OH:9])=[O:8].[C:12]([O-])([O-])=O.[K+].[K+].CI. The catalyst is CN(C=O)C. The product is [CH3:12][O:8][C:7](=[O:9])[C:6]1[CH:10]=[C:2]([Br:1])[CH:3]=[CH:4][C:5]=1[CH3:11]. The yield is 0.820. (2) The reactants are [Br:1][C:2]1[CH:7]=[CH:6][C:5]([C:8](=[O:13])[C:9]([F:12])([F:11])[F:10])=[CH:4][CH:3]=1.[BH4-].[Na+]. The catalyst is C1COCC1. The product is [Br:1][C:2]1[CH:7]=[CH:6][C:5]([CH:8]([OH:13])[C:9]([F:11])([F:12])[F:10])=[CH:4][CH:3]=1. The yield is 0.920. (3) The reactants are [CH3:1][C:2]([C@H:4]1[C@@H:8]2[C@@H:9]3[C@@:22]([CH3:25])([CH2:23][CH2:24][C@@:7]2(C(O)=O)[CH2:6][CH2:5]1)[C@@:21]1([CH3:26])[C@@H:12]([C@:13]2([CH3:30])[C@@H:18]([CH2:19][CH2:20]1)[C:17]([CH3:28])([CH3:27])[C@@H:16]([OH:29])[CH2:15][CH2:14]2)[CH2:11][CH2:10]3)=[CH2:3].C([N:36]([CH2:39]C)CC)C.P(N=[N+]=[N-])(=O)(OC1C=CC=CC=1)[O:42]C1C=CC=CC=1. The catalyst is O1CCOCC1. The product is [N:36]([C@:7]12[CH2:6][CH2:5][C@@H:4]([C:2]([CH3:1])=[CH2:3])[C@@H:8]1[C@@H:9]1[C@@:22]([CH3:25])([CH2:23][CH2:24]2)[C@@:21]2([CH3:26])[C@@H:12]([C@:13]3([CH3:30])[C@@H:18]([CH2:19][CH2:20]2)[C:17]([CH3:28])([CH3:27])[C@@H:16]([OH:29])[CH2:15][CH2:14]3)[CH2:11][CH2:10]1)=[C:39]=[O:42]. The yield is 0.780. (4) The reactants are [N:1]1[CH:6]=[CH:5][C:4]([CH2:7][CH2:8][CH2:9][OH:10])=[CH:3][CH:2]=1.C(N(CC)CC)C.C1C(=O)N(OC(ON2C(=O)CCC2=O)=O)[C:20](=[O:21])C1.Cl.[C:37]12([CH2:47][CH2:48][NH:49][CH2:50][CH2:51][CH2:52][CH2:53][CH3:54])[CH2:46][CH:41]3[CH2:42][CH:43]([CH2:45][CH:39]([CH2:40]3)[CH2:38]1)[CH2:44]2. The catalyst is C(#N)C.C(Cl)Cl. The product is [C:37]12([CH2:47][CH2:48][N:49]([CH2:50][CH2:51][CH2:52][CH2:53][CH3:54])[C:20](=[O:21])[O:10][CH2:9][CH2:8][CH2:7][C:4]3[CH:5]=[CH:6][N:1]=[CH:2][CH:3]=3)[CH2:44][CH:43]3[CH2:42][CH:41]([CH2:40][CH:39]([CH2:45]3)[CH2:38]1)[CH2:46]2. The yield is 0.970.